From a dataset of Reaction yield outcomes from USPTO patents with 853,638 reactions. Predict the reaction yield, written as a fraction of the theoretical maximum amount of product (1.0 means a 100% yield; for example, 0.34 means a 34% yield). (1) The reactants are [NH2:1][C:2]1[N:3]=[C:4]2[CH:9]=[CH:8][C:7]([O:10][C:11]3[CH:12]=[C:13]([NH:18][C:19]([C:21]4[N:25]([CH3:26])[N:24]=[C:23]([CH3:27])[CH:22]=4)=[O:20])[CH:14]=[C:15]([CH3:17])[CH:16]=3)=[CH:6][N:5]2[CH:28]=1.[CH:29]1([C:32](Cl)=[O:33])[CH2:31][CH2:30]1. The catalyst is CN(C)C(=O)C. The product is [CH:29]1([C:32]([NH:1][C:2]2[N:3]=[C:4]3[CH:9]=[CH:8][C:7]([O:10][C:11]4[CH:12]=[C:13]([NH:18][C:19]([C:21]5[N:25]([CH3:26])[N:24]=[C:23]([CH3:27])[CH:22]=5)=[O:20])[CH:14]=[C:15]([CH3:17])[CH:16]=4)=[CH:6][N:5]3[CH:28]=2)=[O:33])[CH2:31][CH2:30]1. The yield is 0.310. (2) The catalyst is Cl[Pd-2](Cl)(P(C1C=CC=CC=1)(C1C=CC=CC=1)C1C=CC=CC=1)P(C1C=CC=CC=1)(C1C=CC=CC=1)C1C=CC=CC=1.ClCCl.C(#N)C. The yield is 0.180. The reactants are I[N:2]1[C:6]2[N:7]=[C:8]([C:11]3[CH:16]=[CH:15][C:14]([OH:17])=[CH:13][CH:12]=3)[CH2:9][NH:10][C:5]=2[CH:4]=[CH:3]1.[CH3:18][O:19][C:20]1[CH:21]=[C:22](B2OC(C)(C)C(C)(C)O2)[CH:23]=[CH:24][C:25]=1[O:26]CC1C=CC(OC)=CC=1.C(=O)([O-])[O-].[Na+].[Na+].C(=O)(O)[O-].[Na+]. The product is [CH3:18][O:19][C:20]1[CH:21]=[C:22]([N:2]2[C:6]3[N:7]=[C:8]([C:11]4[CH:16]=[CH:15][C:14]([OH:17])=[CH:13][CH:12]=4)[CH2:9][NH:10][C:5]=3[CH:4]=[CH:3]2)[CH:23]=[CH:24][C:25]=1[OH:26].